From a dataset of Blood-brain barrier penetration binary classification data from Martins et al.. Regression/Classification. Given a drug SMILES string, predict its absorption, distribution, metabolism, or excretion properties. Task type varies by dataset: regression for continuous measurements (e.g., permeability, clearance, half-life) or binary classification for categorical outcomes (e.g., BBB penetration, CYP inhibition). Dataset: bbb_martins. (1) The molecule is CC(C)NCC(O)COc1cccc2ccccc12. The result is 0 (does not penetrate BBB). (2) The molecule is CN1/C(=C(\O)Nc2ccccn2)C(=O)c2sccc2S1(=O)=O. The result is 0 (does not penetrate BBB).